This data is from Forward reaction prediction with 1.9M reactions from USPTO patents (1976-2016). The task is: Predict the product of the given reaction. (1) Given the reactants [NH2:1][N:2]1[CH:6]=[CH:5][CH:4]=[CH:3]1.C(O[CH:10]=[C:11]([C:17]([O:19][CH2:20][CH3:21])=[O:18])[C:12]([O:14][CH2:15][CH3:16])=[O:13])C, predict the reaction product. The product is: [N:2]1([NH:1][CH:10]=[C:11]([C:12]([O:14][CH2:15][CH3:16])=[O:13])[C:17]([O:19][CH2:20][CH3:21])=[O:18])[CH:6]=[CH:5][CH:4]=[CH:3]1. (2) Given the reactants [CH:1]1[C:13]2[CH:12]([CH2:14][O:15]C(Cl)=O)[C:11]3[C:6](=[CH:7][CH:8]=[CH:9][CH:10]=3)[C:5]=2[CH:4]=[CH:3][CH:2]=1.[NH2:19][C@H:20]1[CH2:43][CH2:42][C@@:41]2([CH3:44])[C@H:22]([CH2:23][CH2:24][C@@H:25]3[C@@H:40]2[CH2:39][CH2:38][C@@:37]2([CH3:45])[C@H:26]3[CH2:27][CH2:28][C@@H:29]2[C@H:30]([CH3:36])[CH2:31][CH2:32][C:33]([OH:35])=[O:34])[CH2:21]1.O, predict the reaction product. The product is: [CH:1]1[C:13]2[CH:12]([CH2:14][O:15][NH:19][C@H:20]3[CH2:43][CH2:42][C@@:41]4([CH3:44])[C@H:22]([CH2:23][CH2:24][C@@H:25]5[C@@H:40]4[CH2:39][CH2:38][C@@:37]4([CH3:45])[C@H:26]5[CH2:27][CH2:28][C@@H:29]4[C@H:30]([CH3:36])[CH2:31][CH2:32][C:33]([OH:35])=[O:34])[CH2:21]3)[C:11]3[C:6](=[CH:7][CH:8]=[CH:9][CH:10]=3)[C:5]=2[CH:4]=[CH:3][CH:2]=1. (3) Given the reactants [C:1](OC)([O:5][CH3:6])([O:3]C)[CH3:2].[CH3:9][C:10]1[CH:15]=[CH:14][C:13]([CH:16](O)[C:17]([CH3:19])=[CH2:18])=[CH:12][CH:11]=1.C(O)(=O)CC, predict the reaction product. The product is: [CH3:19]/[C:17](=[CH:16]\[C:13]1[CH:12]=[CH:11][C:10]([CH3:9])=[CH:15][CH:14]=1)/[CH2:18][CH2:2][C:1]([O:5][CH3:6])=[O:3]. (4) Given the reactants [F:1][C:2]1[CH:12]=[CH:11][C:5]([CH:6]=[CH:7][C:8](O)=[O:9])=[CH:4][C:3]=1[C:13]([F:16])([F:15])[F:14].C(Cl)(=O)C([Cl:20])=O, predict the reaction product. The product is: [F:1][C:2]1[CH:12]=[CH:11][C:5]([CH:6]=[CH:7][C:8]([Cl:20])=[O:9])=[CH:4][C:3]=1[C:13]([F:16])([F:15])[F:14]. (5) Given the reactants [CH3:1][O:2][C:3](=[O:10])[CH2:4][C:5]([CH3:9])([CH3:8])[CH:6]=[CH2:7].[CH3:11][C:12]1[CH:21]=[C:20]([CH2:22][O:23][C:24]2[CH:32]=[CH:31][C:27]([CH:28]=[N:29][OH:30])=[CH:26][CH:25]=2)[C:19]2[C:14](=[CH:15][CH:16]=[CH:17][CH:18]=2)[N:13]=1, predict the reaction product. The product is: [CH3:1][O:2][C:3](=[O:10])[CH2:4][C:5]([CH3:9])([CH:6]1[O:30][N:29]=[C:28]([C:27]2[CH:26]=[CH:25][C:24]([O:23][CH2:22][C:20]3[C:19]4[C:14](=[CH:15][CH:16]=[CH:17][CH:18]=4)[N:13]=[C:12]([CH3:11])[CH:21]=3)=[CH:32][CH:31]=2)[CH2:7]1)[CH3:8]. (6) Given the reactants C(O[C:4](=[O:18])[C:5]1[CH:10]=[C:9]([O:11][CH2:12][CH3:13])[C:8]([O:14][CH2:15][CH3:16])=[CH:7][C:6]=1[NH2:17])C.Cl.O.[OH-].[NH4+].[Cl:23][CH2:24][C:25]#[N:26], predict the reaction product. The product is: [Cl:23][CH2:24][C:25]1[NH:26][C:4](=[O:18])[C:5]2[C:6](=[CH:7][C:8]([O:14][CH2:15][CH3:16])=[C:9]([O:11][CH2:12][CH3:13])[CH:10]=2)[N:17]=1. (7) Given the reactants [Br:1][C:2]1[CH:3]=[C:4]([C:9]([O:11][CH3:12])=[O:10])[CH:5]=[N:6][C:7]=1Br.O1CCC[CH2:14]1.C[Mg]Br, predict the reaction product. The product is: [Br:1][C:2]1[CH:3]=[C:4]([C:9]([O:11][CH3:12])=[O:10])[CH:5]=[N:6][C:7]=1[CH3:14]. (8) The product is: [Cl:9][C:8]1[N:1]=[C:2]([Cl:3])[N:4]=[C:5]([NH:16][C:15]2[CH:17]=[CH:18][CH:19]=[C:13]([N+:10]([O-:12])=[O:11])[CH:14]=2)[N:7]=1. Given the reactants [N:1]1[C:8]([Cl:9])=[N:7][C:5](Cl)=[N:4][C:2]=1[Cl:3].[N+:10]([C:13]1[CH:14]=[C:15]([CH:17]=[CH:18][CH:19]=1)[NH2:16])([O-:12])=[O:11].[OH-].[Na+], predict the reaction product. (9) Given the reactants [NH2:1][C:2]1[C:7]2[NH:8][C:9]([N:11]3[CH2:16][CH2:15][N:14]([C:17]4[N:22]=[CH:21][C:20]([CH2:23][OH:24])=[CH:19][C:18]=4[Cl:25])[CH2:13][C@H:12]3[CH3:26])=[N:10][C:6]=2[CH:5]=[C:4]([C:27]([F:30])([F:29])[F:28])[CH:3]=1.[OH-].[Na+].[C:33](O[C:33]([O:35][C:36]([CH3:39])([CH3:38])[CH3:37])=[O:34])([O:35][C:36]([CH3:39])([CH3:38])[CH3:37])=[O:34], predict the reaction product. The product is: [C:36]([O:35][C:33](=[O:34])[NH:1][C:2]1[C:7]2[NH:8][C:9]([N:11]3[CH2:16][CH2:15][N:14]([C:17]4[C:18]([Cl:25])=[CH:19][C:20]([CH2:23][OH:24])=[CH:21][N:22]=4)[CH2:13][C@H:12]3[CH3:26])=[N:10][C:6]=2[CH:5]=[C:4]([C:27]([F:30])([F:29])[F:28])[CH:3]=1)([CH3:39])([CH3:38])[CH3:37]. (10) Given the reactants [CH2:1]([C@@:4]1([C:21]2[CH:26]=[CH:25][C:24]([F:27])=[CH:23][CH:22]=2)[O:9][C:8](=[O:10])[N:7]([C@H:11]([C:13]2[CH:18]=[CH:17][C:16]([O:19]C)=[CH:15][CH:14]=2)[CH3:12])[CH2:6][CH2:5]1)[CH:2]=[CH2:3].B(Br)(Br)Br.CO, predict the reaction product. The product is: [CH2:1]([C@@:4]1([C:21]2[CH:22]=[CH:23][C:24]([F:27])=[CH:25][CH:26]=2)[O:9][C:8](=[O:10])[N:7]([C@H:11]([C:13]2[CH:18]=[CH:17][C:16]([OH:19])=[CH:15][CH:14]=2)[CH3:12])[CH2:6][CH2:5]1)[CH:2]=[CH2:3].